This data is from Reaction yield outcomes from USPTO patents with 853,638 reactions. The task is: Predict the reaction yield, written as a fraction of the theoretical maximum amount of product (1.0 means a 100% yield; for example, 0.34 means a 34% yield). (1) The reactants are [Br:1][C:2]1[CH:3]=[C:4]([CH:8]=[C:9]([I:11])[CH:10]=1)[C:5]([OH:7])=[O:6].Cl.[CH3:13]O. The catalyst is C(OCC)C. The product is [Br:1][C:2]1[CH:3]=[C:4]([CH:8]=[C:9]([I:11])[CH:10]=1)[C:5]([O:7][CH3:13])=[O:6]. The yield is 0.940. (2) The reactants are [NH2:1][C:2]1[CH:10]=[CH:9][C:8]([O:11][CH2:12][CH2:13][CH3:14])=[CH:7][C:3]=1[C:4]([NH2:6])=[O:5].[C:15](Cl)(=[O:22])[C:16]1[CH:21]=[CH:20][CH:19]=[N:18][CH:17]=1. The catalyst is C1COCC1.CCN(CC)CC. The product is [C:4]([C:3]1[CH:7]=[C:8]([O:11][CH2:12][CH2:13][CH3:14])[CH:9]=[CH:10][C:2]=1[NH:1][C:15](=[O:22])[C:16]1[CH:21]=[CH:20][CH:19]=[N:18][CH:17]=1)(=[O:5])[NH2:6]. The yield is 0.890. (3) The reactants are [Si]([O:8][C@H:9]([C@H:17]([O:42][Si](C(C)(C)C)(C)C)[CH:18]=[CH:19][C:20]1[CH:25]=[CH:24][CH:23]=[CH:22][C:21]=1[CH:26]=[CH:27][C@H:28]([O:34][Si](C(C)(C)C)(C)C)[CH2:29][CH2:30][CH2:31][CH2:32][CH3:33])[CH2:10][CH2:11][CH2:12][C:13]([O:15][CH3:16])=[O:14])(C(C)(C)C)(C)C.[F-].C([N+](CCCC)(CCCC)CCCC)CCC. The catalyst is C1COCC1. The product is [OH:8][C@H:9]([C@H:17]([OH:42])[CH:18]=[CH:19][C:20]1[CH:25]=[CH:24][CH:23]=[CH:22][C:21]=1[CH:26]=[CH:27][C@H:28]([OH:34])[CH2:29][CH2:30][CH2:31][CH2:32][CH3:33])[CH2:10][CH2:11][CH2:12][C:13]([O:15][CH3:16])=[O:14]. The yield is 0.968. (4) The reactants are [F:1][C:2]1[CH:7]=[C:6]([I:8])[CH:5]=[CH:4][C:3]=1[NH:9][C:10]1[N:15]([CH3:16])[C:14](=[O:17])[C:13]2[C:18]([CH3:21])=[CH:19][O:20][C:12]=2[C:11]=1[C:22]([NH:24][O:25][CH2:26][CH2:27][O:28]C=C)=[O:23].Cl.C([O-])(O)=O.[Na+]. The catalyst is CO.C1COCC1. The product is [F:1][C:2]1[CH:7]=[C:6]([I:8])[CH:5]=[CH:4][C:3]=1[NH:9][C:10]1[N:15]([CH3:16])[C:14](=[O:17])[C:13]2[C:18]([CH3:21])=[CH:19][O:20][C:12]=2[C:11]=1[C:22]([NH:24][O:25][CH2:26][CH2:27][OH:28])=[O:23]. The yield is 0.440. (5) The reactants are [CH2:1]([O:3][C:4](=[O:55])[CH2:5][N:6]([C:8](=[O:54])[C@@H:9]([NH:25][C:26](=[O:53])[C@@H:27]([NH2:52])[CH2:28][CH2:29][CH2:30][NH:31]/[C:32](/[NH2:51])=[N:33]\[S:34]([C:37]1[C:38]([CH3:50])=[C:39]([CH3:49])[C:40]2[O:44][C:43]([CH3:46])([CH3:45])[CH2:42][C:41]=2[C:47]=1[CH3:48])(=[O:36])=[O:35])[CH2:10][N:11]([CH3:24])[S:12]([C:15]1[CH:20]=[CH:19][CH:18]=[CH:17][C:16]=1[N+:21]([O-:23])=[O:22])(=[O:14])=[O:13])[CH3:7])[CH3:2].CCN(C(C)C)C(C)C.[CH3:65][C:66](OC(C)=O)=[O:67]. The catalyst is C(Cl)(Cl)Cl. The product is [CH2:1]([O:3][C:4](=[O:55])[CH2:5][N:6]([C:8](=[O:54])[C@@H:9]([NH:25][C:26](=[O:53])[C@@H:27]([NH:52][C:66](=[O:67])[CH3:65])[CH2:28][CH2:29][CH2:30][NH:31]/[C:32](/[NH2:51])=[N:33]\[S:34]([C:37]1[C:38]([CH3:50])=[C:39]([CH3:49])[C:40]2[O:44][C:43]([CH3:45])([CH3:46])[CH2:42][C:41]=2[C:47]=1[CH3:48])(=[O:35])=[O:36])[CH2:10][N:11]([CH3:24])[S:12]([C:15]1[CH:20]=[CH:19][CH:18]=[CH:17][C:16]=1[N+:21]([O-:23])=[O:22])(=[O:14])=[O:13])[CH3:7])[CH3:2]. The yield is 0.820. (6) The reactants are Br[CH:2]1[CH2:8][CH2:7][O:6][C:5]2[CH:9]=[CH:10][C:11]([F:13])=[CH:12][C:4]=2[C:3]1=O.[C:15]([NH2:22])(=[S:21])[C:16]([O:18][CH2:19][CH3:20])=[O:17]. The catalyst is C(O)C. The product is [CH2:19]([O:18][C:16]([C:15]1[S:21][C:2]2[CH2:8][CH2:7][O:6][C:5]3[CH:9]=[CH:10][C:11]([F:13])=[CH:12][C:4]=3[C:3]=2[N:22]=1)=[O:17])[CH3:20]. The yield is 0.620.